Dataset: Forward reaction prediction with 1.9M reactions from USPTO patents (1976-2016). Task: Predict the product of the given reaction. (1) Given the reactants [CH2:1]([O:3][C:4]([C:6]1[N:7]=[CH:8][N:9]([C@H:17]2[C@H:22]([OH:23])[CH2:21][CH2:20][N:19]([C:24]([O:26][CH2:27][C:28]3[CH:33]=[CH:32][CH:31]=[CH:30][CH:29]=3)=[O:25])[CH2:18]2)[C:10]=1[C:11]1[CH:16]=[CH:15][CH:14]=[CH:13][CH:12]=1)=[O:5])[CH3:2].C(N(CC)CC)C.N1C=CC=CC=1.O, predict the reaction product. The product is: [CH2:1]([O:3][C:4]([C:6]1[N:7]=[CH:8][N:9]([CH:17]2[C:22](=[O:23])[CH2:21][CH2:20][N:19]([C:24]([O:26][CH2:27][C:28]3[CH:33]=[CH:32][CH:31]=[CH:30][CH:29]=3)=[O:25])[CH2:18]2)[C:10]=1[C:11]1[CH:12]=[CH:13][CH:14]=[CH:15][CH:16]=1)=[O:5])[CH3:2]. (2) Given the reactants [CH3:1][O:2][C:3]1[C:12]([NH:13][C:14](=[S:22])OC2C=CC=CC=2)=[N:11][C:10]2[C:5](=[CH:6][CH:7]=[CH:8][CH:9]=2)[N:4]=1.[Br:23][C:24]1[CH:25]=[C:26]([N:30]2[CH2:35][CH2:34][NH:33][CH2:32][CH2:31]2)[CH:27]=[CH:28][CH:29]=1, predict the reaction product. The product is: [CH3:1][O:2][C:3]1[C:12]([NH:13][C:14]([N:33]2[CH2:32][CH2:31][N:30]([C:26]3[CH:27]=[CH:28][CH:29]=[C:24]([Br:23])[CH:25]=3)[CH2:35][CH2:34]2)=[S:22])=[N:11][C:10]2[C:5](=[CH:6][CH:7]=[CH:8][CH:9]=2)[N:4]=1. (3) Given the reactants Cl.[NH2:2][C:3]1[CH:32]=[CH:31][C:6]2[NH:7][C:8]([C:13]3[C:14](=[O:30])[C@@:15]([CH3:29])([CH2:24][CH2:25][CH:26]([CH3:28])[CH3:27])[C:16]4[C:21]([C:22]=3[OH:23])=[CH:20][CH:19]=[CH:18][CH:17]=4)=[N:9][S:10](=[O:12])(=[O:11])[C:5]=2[CH:4]=1.[S:33](Cl)([CH3:36])(=[O:35])=[O:34].N1C=CC=CC=1, predict the reaction product. The product is: [OH:23][C:22]1[C:21]2[C:16](=[CH:17][CH:18]=[CH:19][CH:20]=2)[C@:15]([CH3:29])([CH2:24][CH2:25][CH:26]([CH3:28])[CH3:27])[C:14](=[O:30])[C:13]=1[C:8]1[NH:7][C:6]2[CH:31]=[CH:32][C:3]([NH:2][S:33]([CH3:36])(=[O:35])=[O:34])=[CH:4][C:5]=2[S:10](=[O:12])(=[O:11])[N:9]=1. (4) Given the reactants C(OC(=O)[C:5](=[C:8]1[CH2:13][CH2:12][N:11]([CH2:14][C:15]2[CH:20]=[CH:19][CH:18]=[CH:17][CH:16]=2)[CH2:10][CH2:9]1)[C:6]#[N:7])C.[C-:22]#[N:23].[K+], predict the reaction product. The product is: [CH2:14]([N:11]1[CH2:10][CH2:9][C:8]([CH2:5][C:6]#[N:7])([C:22]#[N:23])[CH2:13][CH2:12]1)[C:15]1[CH:16]=[CH:17][CH:18]=[CH:19][CH:20]=1.